Task: Regression. Given a peptide amino acid sequence and an MHC pseudo amino acid sequence, predict their binding affinity value. This is MHC class I binding data.. Dataset: Peptide-MHC class I binding affinity with 185,985 pairs from IEDB/IMGT (1) The peptide sequence is WQFGPSTYY. The MHC is HLA-A31:01 with pseudo-sequence HLA-A31:01. The binding affinity (normalized) is 0.0847. (2) The MHC is HLA-B07:02 with pseudo-sequence HLA-B07:02. The binding affinity (normalized) is 0.0847. The peptide sequence is IQYPLWWGH. (3) The peptide sequence is ALVEMGHHV. The MHC is HLA-A02:01 with pseudo-sequence HLA-A02:01. The binding affinity (normalized) is 0.463. (4) The peptide sequence is ESASKSASVY. The MHC is HLA-A24:02 with pseudo-sequence HLA-A24:02. The binding affinity (normalized) is 0.